Dataset: Retrosynthesis with 50K atom-mapped reactions and 10 reaction types from USPTO. Task: Predict the reactants needed to synthesize the given product. (1) The reactants are: CCN(C(=O)OC(C)(C)C)[C@@H]1CN(C(=O)N2CCN(S(C)(=O)=O)CC2)C[C@H]1c1ccc(Cl)c(Cl)c1. Given the product CCN[C@@H]1CN(C(=O)N2CCN(S(C)(=O)=O)CC2)C[C@H]1c1ccc(Cl)c(Cl)c1, predict the reactants needed to synthesize it. (2) Given the product CNC(=O)c1cc(C#N)cc(C)c1NC(=O)c1cc(Br)nn1-c1ncccc1Cl, predict the reactants needed to synthesize it. The reactants are: CNC(=O)c1cc(C#N)cc(C)c1N.O=C(O)c1cc(Br)nn1-c1ncccc1Cl. (3) Given the product COc1c(C)cc(Cl)cc1N, predict the reactants needed to synthesize it. The reactants are: COc1c(C)cc(Cl)cc1[N+](=O)[O-]. (4) Given the product COC(=O)c1nc(-c2ccc([Si](C)(C)c3ccccc3)c(F)c2C)cc(NC(C)=O)c1Cl, predict the reactants needed to synthesize it. The reactants are: COC(=O)c1nc(Cl)cc(NC(C)=O)c1Cl.Cc1c(B2OCC(C)(C)CO2)ccc([Si](C)(C)c2ccccc2)c1F. (5) Given the product O=C(NCc1cn(-c2ccccc2)c2cc(Cl)ccc2c1=O)c1cc(F)ccc1F, predict the reactants needed to synthesize it. The reactants are: NCc1cn(-c2ccccc2)c2cc(Cl)ccc2c1=O.O=C(Cl)c1cc(F)ccc1F.